From a dataset of Reaction yield outcomes from USPTO patents with 853,638 reactions. Predict the reaction yield, written as a fraction of the theoretical maximum amount of product (1.0 means a 100% yield; for example, 0.34 means a 34% yield). (1) The reactants are [Cl:1][C:2]1[C:3]([O:12][C:13]2[CH:18]=[C:17]([O:19][CH2:20][CH2:21][CH2:22][O:23][CH3:24])[CH:16]=[CH:15][C:14]=2/[CH:25]=[CH:26]/[C:27]([OH:29])=[O:28])=[N:4][CH:5]=[C:6]([C:8]([F:11])([F:10])[F:9])[CH:7]=1. The catalyst is O1CCCC1. The product is [Cl:1][C:2]1[C:3]([O:12][C:13]2[CH:18]=[C:17]([O:19][CH2:20][CH2:21][CH2:22][O:23][CH3:24])[CH:16]=[CH:15][C:14]=2[CH2:25][CH2:26][C:27]([OH:29])=[O:28])=[N:4][CH:5]=[C:6]([C:8]([F:9])([F:11])[F:10])[CH:7]=1. The yield is 0.430. (2) The reactants are [N:1]([CH2:4][S:5]([CH3:8])(=[O:7])=[O:6])=[C:2]=[O:3].[N+:9](=[C:11]1[C:15]([CH:16]=[CH:17][C:18]2[CH:25]=[CH:24][C:21]([C:22]#[N:23])=[CH:20][CH:19]=2)=[N:14][CH:13]=[N:12]1)=[N-:10]. The catalyst is CS(C)=O. The product is [CH3:8][S:5]([CH2:4][N:1]1[C:2](=[O:3])[N:12]2[CH:13]=[N:14][C:15](/[CH:16]=[CH:17]/[C:18]3[CH:25]=[CH:24][C:21]([C:22]#[N:23])=[CH:20][CH:19]=3)=[C:11]2[N:9]=[N:10]1)(=[O:7])=[O:6]. The yield is 0.0300.